Dataset: Peptide-MHC class I binding affinity with 185,985 pairs from IEDB/IMGT. Task: Regression. Given a peptide amino acid sequence and an MHC pseudo amino acid sequence, predict their binding affinity value. This is MHC class I binding data. The binding affinity (normalized) is 0.0847. The MHC is HLA-B40:01 with pseudo-sequence HLA-B40:01. The peptide sequence is YTFCRLNVK.